Dataset: Peptide-MHC class II binding affinity with 134,281 pairs from IEDB. Task: Regression. Given a peptide amino acid sequence and an MHC pseudo amino acid sequence, predict their binding affinity value. This is MHC class II binding data. (1) The peptide sequence is WLGARYLEFEALGFLKK. The MHC is HLA-DQA10501-DQB10302 with pseudo-sequence HLA-DQA10501-DQB10302. The binding affinity (normalized) is 0.451. (2) The binding affinity (normalized) is 0.203. The MHC is HLA-DQA10101-DQB10501 with pseudo-sequence HLA-DQA10101-DQB10501. The peptide sequence is GFKAALAAAAGVQPADKYRT. (3) The peptide sequence is EKKYFAATQFEPLEA. The MHC is DRB1_1602 with pseudo-sequence DRB1_1602. The binding affinity (normalized) is 0.510. (4) The peptide sequence is SLLNNQFGTMPSLTM. The MHC is DRB1_0101 with pseudo-sequence DRB1_0101. The binding affinity (normalized) is 0.654. (5) The peptide sequence is IAAMMTSPLSVASMT. The MHC is H-2-IAd with pseudo-sequence H-2-IAd. The binding affinity (normalized) is 0.810. (6) The peptide sequence is AYESYKFIPALEAAVKQAYAATVAAA. The MHC is HLA-DPA10201-DPB10101 with pseudo-sequence HLA-DPA10201-DPB10101. The binding affinity (normalized) is 0.466.